Dataset: Catalyst prediction with 721,799 reactions and 888 catalyst types from USPTO. Task: Predict which catalyst facilitates the given reaction. Reactant: Cl.Cl.[CH2:3]([O:10][NH:11][C@H:12]1[CH2:17][NH:16][C@H:15]([C:18]([O:20][CH3:21])=[O:19])[CH2:14][CH2:13]1)[C:4]1[CH:9]=[CH:8][CH:7]=[CH:6][CH:5]=1.C(=O)([O-])[O-].[K+].[K+]. Product: [CH2:3]([O:10][NH:11][C@H:12]1[CH2:17][NH:16][C@H:15]([C:18]([O:20][CH3:21])=[O:19])[CH2:14][CH2:13]1)[C:4]1[CH:5]=[CH:6][CH:7]=[CH:8][CH:9]=1. The catalyst class is: 13.